This data is from Reaction yield outcomes from USPTO patents with 853,638 reactions. The task is: Predict the reaction yield, written as a fraction of the theoretical maximum amount of product (1.0 means a 100% yield; for example, 0.34 means a 34% yield). (1) The reactants are [CH3:1][C:2]1[N:29]=[C:5]2[NH:6][C:7](=[O:28])[C:8]([CH2:13][C:14]3[CH:19]=[CH:18][C:17]([C:20]4[C:21]([C:26]#[N:27])=[CH:22][CH:23]=[CH:24][CH:25]=4)=[CH:16][CH:15]=3)=[C:9]([CH2:10][CH2:11][CH3:12])[N:4]2[N:3]=1.[H-].[Na+].CN(C)C=O.Br[CH:38]1[CH2:43][CH2:42][CH2:41][CH:40]=[CH:39]1. The catalyst is C(OCC)(=O)C. The product is [CH:43]1([N:6]2[C:7](=[O:28])[C:8]([CH2:13][C:14]3[CH:19]=[CH:18][C:17]([C:20]4[C:21]([C:26]#[N:27])=[CH:22][CH:23]=[CH:24][CH:25]=4)=[CH:16][CH:15]=3)=[C:9]([CH2:10][CH2:11][CH3:12])[N:4]3[N:3]=[C:2]([CH3:1])[N:29]=[C:5]23)[CH2:42][CH2:41][CH2:40][CH:39]=[CH:38]1. The yield is 0.170. (2) The reactants are Br[C:2]1[CH:7]=[CH:6][C:5]([C@@H:8]([C:19]2[CH:24]=[CH:23][C:22]([Cl:25])=[CH:21][C:20]=2[CH3:26])[CH2:9][C:10]([C:12]2[CH:17]=[CH:16][N:15]=[C:14]([CH3:18])[CH:13]=2)=[O:11])=[CH:4][CH:3]=1.C(OCC)(=O)CC(OCC)=O.CC(C)([O-])C.[K+]. The catalyst is O1CCOCC1.C1C=CC(P(C2C=CC=CC=2)[C-]2C=CC=C2)=CC=1.C1C=CC(P(C2C=CC=CC=2)[C-]2C=CC=C2)=CC=1.Cl[Pd]Cl.[Fe+2].ClCCl. The product is [Cl:25][C:22]1[CH:23]=[CH:24][C:19]([C@H:8]([C:5]2[CH:6]=[CH:7][CH:2]=[CH:3][CH:4]=2)[CH2:9][C:10]([C:12]2[CH:17]=[CH:16][N:15]=[C:14]([CH3:18])[CH:13]=2)=[O:11])=[C:20]([CH3:26])[CH:21]=1. The yield is 0.790. (3) The reactants are [C:1]([O:4][C:5]1[C:10](I)=[CH:9][C:8]([Br:12])=[C:7]([Cl:13])[N:6]=1)(=[O:3])[CH3:2].[C:14]([C:16]1[CH:21]=[CH:20][C:19]([F:22])=[CH:18][CH:17]=1)#[CH:15]. The catalyst is C1COCC1.[Cu]I. The product is [C:1]([O:4][C:5]1[C:10]([C:15]#[C:14][C:16]2[CH:21]=[CH:20][C:19]([F:22])=[CH:18][CH:17]=2)=[CH:9][C:8]([Br:12])=[C:7]([Cl:13])[N:6]=1)(=[O:3])[CH3:2]. The yield is 0.820. (4) The reactants are [F:1][C:2]1[CH:11]=[C:10]2[C:5]([CH:6]=[CH:7][C:8](=[O:12])[NH:9]2)=[CH:4][CH:3]=1.[H-].[Na+].[CH2:15](I)[CH:16]=[CH2:17].O. The catalyst is CN(C=O)C. The product is [F:1][C:2]1[CH:11]=[C:10]2[C:5]([CH:6]=[CH:7][C:8](=[O:12])[N:9]2[CH2:17][CH:16]=[CH2:15])=[CH:4][CH:3]=1. The yield is 0.480. (5) The reactants are [Cl:1][C:2]1[CH:7]=[C:6](Cl)[N:5]2[N:9]=[C:10]([CH:12]3[CH2:14][CH2:13]3)[CH:11]=[C:4]2[N:3]=1. The catalyst is CC(O)=O.[Zn]. The product is [Cl:1][C:2]1[CH:7]=[CH:6][N:5]2[N:9]=[C:10]([CH:12]3[CH2:14][CH2:13]3)[CH:11]=[C:4]2[N:3]=1. The yield is 0.700. (6) The reactants are [O:1]=[C:2]1[C:6]2([CH2:11][CH2:10][NH:9][CH2:8][CH2:7]2)[N:5]([C:12]2[CH:17]=[CH:16][CH:15]=[CH:14][CH:13]=2)[CH2:4][N:3]1[CH2:18][C:19]1[CH:20]=[C:21]([CH:26]=[CH:27][CH:28]=1)[C:22]([O:24][CH3:25])=[O:23].I[CH2:30][CH2:31][CH2:32][C:33]1[C:41]2[C:36](=[CH:37][CH:38]=[CH:39][CH:40]=2)[NH:35][CH:34]=1.C(=O)([O-])[O-].[K+].[K+].C(OCC)(=O)C. The catalyst is O. The product is [NH:35]1[C:36]2[C:41](=[CH:40][CH:39]=[CH:38][CH:37]=2)[C:33]([CH2:32][CH2:31][CH2:30][N:9]2[CH2:10][CH2:11][C:6]3([N:5]([C:12]4[CH:13]=[CH:14][CH:15]=[CH:16][CH:17]=4)[CH2:4][N:3]([CH2:18][C:19]4[CH:20]=[C:21]([CH:26]=[CH:27][CH:28]=4)[C:22]([O:24][CH3:25])=[O:23])[C:2]3=[O:1])[CH2:7][CH2:8]2)=[CH:34]1. The yield is 0.460. (7) The reactants are [Li+].CC([N-]C(C)C)C.[CH2:9]([O:11][C:12](=[O:23])[CH:13]([O:15][C:16]1[CH:21]=[CH:20][CH:19]=[CH:18][C:17]=1[CH3:22])[CH3:14])[CH3:10].[CH2:24]([O:31][C:32]1[CH:39]=[CH:38][C:35]([CH:36]=[O:37])=[CH:34][CH:33]=1)[C:25]1[CH:30]=[CH:29][CH:28]=[CH:27][CH:26]=1.C(O)(=O)C.[NH4+].[Cl-]. The catalyst is C1COCC1.C(OCC)C. The product is [CH2:9]([O:11][C:12](=[O:23])[C:13]([CH3:14])([O:15][C:16]1[CH:21]=[CH:20][CH:19]=[CH:18][C:17]=1[CH3:22])[CH:36]([C:35]1[CH:34]=[CH:33][C:32]([O:31][CH2:24][C:25]2[CH:26]=[CH:27][CH:28]=[CH:29][CH:30]=2)=[CH:39][CH:38]=1)[OH:37])[CH3:10]. The yield is 0.540.